From a dataset of Peptide-MHC class II binding affinity with 134,281 pairs from IEDB. Regression. Given a peptide amino acid sequence and an MHC pseudo amino acid sequence, predict their binding affinity value. This is MHC class II binding data. (1) The MHC is DRB1_1201 with pseudo-sequence DRB1_1201. The peptide sequence is AEDVIPEGWKADTSY. The binding affinity (normalized) is 0.405. (2) The peptide sequence is GELQIVDGIDAAFKI. The MHC is DRB1_0404 with pseudo-sequence DRB1_0404. The binding affinity (normalized) is 0.692. (3) The peptide sequence is GWNDWENVPFCSHHF. The MHC is HLA-DQA10102-DQB10501 with pseudo-sequence HLA-DQA10102-DQB10501. The binding affinity (normalized) is 0.363. (4) The peptide sequence is SPIINREGKVVGLYG. The MHC is DRB1_0401 with pseudo-sequence DRB1_0401. The binding affinity (normalized) is 0.225.